From a dataset of Forward reaction prediction with 1.9M reactions from USPTO patents (1976-2016). Predict the product of the given reaction. (1) Given the reactants I[C:2]1[CH:7]=[CH:6][C:5]([I:8])=[CH:4][CH:3]=1.[OH:9][CH2:10][C:11]1[N:12]=[CH:13][NH:14][CH:15]=1.OC1C=CC=C2C=1N=CC=C2.C([O-])([O-])=O.[K+].[K+], predict the reaction product. The product is: [I:8][C:5]1[CH:6]=[CH:7][C:2]([N:14]2[CH:15]=[C:11]([CH2:10][OH:9])[N:12]=[CH:13]2)=[CH:3][CH:4]=1. (2) Given the reactants [NH2:1][C:2]1[N:14]=[C:13]([C:15]2[CH:20]=[CH:19][CH:18]=[CH:17][C:16]=2[OH:21])[CH:12]=[C:11]([C:22]2[CH:27]=[CH:26][CH:25]=[C:24]([NH2:28])[CH:23]=2)[C:3]=1[C:4]([O:6][C:7]([CH3:10])([CH3:9])[CH3:8])=[O:5].N1C=CC=CC=1.[O:35]=[C:36]1[O:40][CH:39]([C:41](Cl)=[O:42])[CH2:38][CH2:37]1, predict the reaction product. The product is: [NH2:1][C:2]1[N:14]=[C:13]([C:15]2[CH:20]=[CH:19][CH:18]=[CH:17][C:16]=2[OH:21])[CH:12]=[C:11]([C:22]2[CH:27]=[CH:26][CH:25]=[C:24]([NH:28][C:41]([CH:39]3[CH2:38][CH2:37][C:36](=[O:35])[O:40]3)=[O:42])[CH:23]=2)[C:3]=1[C:4]([O:6][C:7]([CH3:10])([CH3:9])[CH3:8])=[O:5]. (3) Given the reactants [S:1]([OH:5])([OH:4])(=[O:3])=[O:2].[NH2:6][C:7](=[NH:14])[NH:8][CH2:9][CH2:10][CH2:11][CH2:12][NH2:13].CC(C)=O.[C:19]([O:24][CH2:25][CH2:26][N:27]=[C:28]=[O:29])(=[O:23])[C:20]([CH3:22])=[CH2:21].[OH-].[Na+:31], predict the reaction product. The product is: [S:1]([O-:5])([O-:4])(=[O:3])=[O:2].[Na+:31].[C:19]([O:24][CH2:25][CH2:26][NH:27][C:28]([NH:13][CH2:12][CH2:11][CH2:10][CH2:9][NH:8][C:7]([NH2:6])=[NH2+:14])=[O:29])(=[O:23])[C:20]([CH3:22])=[CH2:21]. (4) Given the reactants [CH2:1]([N:8]1[CH2:13][CH2:12][CH2:11][C:10]2([NH:18][C:17](=[O:19])[C:16]3[CH:20]=[C:21](/[CH:24]=[CH:25]/[C:26](O)=[O:27])[CH:22]=[CH:23][C:15]=3[O:14]2)[CH2:9]1)[C:2]1[CH:7]=[CH:6][CH:5]=[CH:4][CH:3]=1.C(Cl)CCl.C1C=CC2N(O)N=NC=2C=1.[NH2:43][O:44][CH:45]1[CH2:50][CH2:49][CH2:48][CH2:47][O:46]1, predict the reaction product. The product is: [CH2:1]([N:8]1[CH2:13][CH2:12][CH2:11][C:10]2([NH:18][C:17](=[O:19])[C:16]3[CH:20]=[C:21](/[CH:24]=[CH:25]/[C:26]([NH:43][O:44][CH:45]4[CH2:50][CH2:49][CH2:48][CH2:47][O:46]4)=[O:27])[CH:22]=[CH:23][C:15]=3[O:14]2)[CH2:9]1)[C:2]1[CH:7]=[CH:6][CH:5]=[CH:4][CH:3]=1. (5) Given the reactants [N:1]1[C:10]2[C:5](=[CH:6][CH:7]=[CH:8][CH:9]=2)[CH:4]=[CH:3][C:2]=1[CH2:11][O:12][C:13]1[CH:18]=[CH:17][C:16]([CH2:19][C:20]([OH:22])=O)=[CH:15][CH:14]=1.O=S(Cl)[Cl:25], predict the reaction product. The product is: [N:1]1[C:10]2[C:5](=[CH:6][CH:7]=[CH:8][CH:9]=2)[CH:4]=[CH:3][C:2]=1[CH2:11][O:12][C:13]1[CH:18]=[CH:17][C:16]([CH2:19][C:20]([Cl:25])=[O:22])=[CH:15][CH:14]=1.